From a dataset of CYP2C9 substrate classification data from Carbon-Mangels et al.. Regression/Classification. Given a drug SMILES string, predict its absorption, distribution, metabolism, or excretion properties. Task type varies by dataset: regression for continuous measurements (e.g., permeability, clearance, half-life) or binary classification for categorical outcomes (e.g., BBB penetration, CYP inhibition). Dataset: cyp2c9_substrate_carbonmangels. (1) The drug is COCCOC(=O)C1=C(C)NC(C)=C(C(=O)OC(C)C)[C@@H]1c1cccc([N+](=O)[O-])c1. The result is 0 (non-substrate). (2) The drug is CC(C)N(CC[C@@](C(N)=O)(c1ccccc1)c1ccccn1)C(C)C. The result is 1 (substrate).